This data is from Catalyst prediction with 721,799 reactions and 888 catalyst types from USPTO. The task is: Predict which catalyst facilitates the given reaction. (1) Reactant: [CH3:1][C:2]1[C:11]2[CH:10]=[CH:9][CH:8]=[C:7]([NH2:12])[C:6]=2[CH:5]=[CH:4][N:3]=1.[Br:13][C:14]1[CH:19]=[CH:18][C:17]([CH2:20][N:21]=[C:22]=[O:23])=[CH:16][CH:15]=1. Product: [Br:13][C:14]1[CH:15]=[CH:16][C:17]([CH2:20][NH:21][C:22]([NH:12][C:7]2[CH:8]=[CH:9][CH:10]=[C:11]3[C:6]=2[CH:5]=[CH:4][N:3]=[C:2]3[CH3:1])=[O:23])=[CH:18][CH:19]=1. The catalyst class is: 11. (2) Reactant: [CH3:1][O:2][C:3]1[CH:4]=[N:5][CH:6]=[C:7]([O:9][CH3:10])[CH:8]=1.Cl.[Br-:12].[K+].S(=O)(=O)(O)O.[Br:19]([O-])(=O)=O.[K+].S([O-])([O-])=O.[Na+].[Na+]. Product: [Br:12][C:4]1[C:3]([O:2][CH3:1])=[CH:8][C:7]([O:9][CH3:10])=[C:6]([Br:19])[N:5]=1. The catalyst class is: 228.